Task: Predict the product of the given reaction.. Dataset: Forward reaction prediction with 1.9M reactions from USPTO patents (1976-2016) (1) Given the reactants Cl[C:2]1[CH:9]=[CH:8][C:5]([C:6]#[N:7])=[CH:4][CH:3]=1.[NH:10]1[CH2:14][CH2:13][CH2:12][CH2:11]1, predict the reaction product. The product is: [N:10]1([C:2]2[CH:9]=[CH:8][C:5]([C:6]#[N:7])=[CH:4][CH:3]=2)[CH2:14][CH2:13][CH2:12][CH2:11]1. (2) Given the reactants [BH4-].C([N+](CCCC)(CCCC)CCCC)CCC.[Br:19][C:20]1[NH:21][C:22](Br)=[C:23]([N+:25]([O-:27])=[O:26])[N:24]=1, predict the reaction product. The product is: [Br:19][C:20]1[NH:21][CH:22]=[C:23]([N+:25]([O-:27])=[O:26])[N:24]=1. (3) Given the reactants [O-:1][CH2:2][CH3:3].[Na+].[CH3:5][C:6]([C:8]1[CH:13]=[CH:12][C:11]([Br:14])=[CH:10][CH:9]=1)=[O:7].O.ClCCl, predict the reaction product. The product is: [Br:14][C:11]1[CH:12]=[CH:13][C:8]([C:6](=[O:7])[CH2:5][C:2](=[O:1])[CH3:3])=[CH:9][CH:10]=1. (4) Given the reactants [BH4-].[Na+].[Cl:3][C:4]1[CH:38]=[CH:37][CH:36]=[CH:35][C:5]=1[CH2:6][N:7]1[C:15]2[C:10](=[CH:11][CH:12]=[CH:13][CH:14]=2)[C:9]([C:25]2[CH:30]=[C:29]([CH3:31])[C:28]([OH:32])=[C:27]([CH3:33])[CH:26]=2)([C:16]2[CH:21]=[CH:20][C:19]([N+:22]([O-])=O)=[CH:18][CH:17]=2)[C:8]1=[O:34].[CH3:39]O, predict the reaction product. The product is: [NH2:22][C:19]1[CH:18]=[CH:17][C:16]([C:9]2([C:25]3[CH:30]=[C:29]([CH3:31])[C:28]([O:32][CH3:39])=[C:27]([CH3:33])[CH:26]=3)[C:10]3[C:15](=[CH:14][CH:13]=[CH:12][CH:11]=3)[N:7]([CH2:6][C:5]3[CH:35]=[CH:36][CH:37]=[CH:38][C:4]=3[Cl:3])[C:8]2=[O:34])=[CH:21][CH:20]=1. (5) Given the reactants [Cl:1][C:2]1[CH:3]=[C:4]([NH:9][C:10]2[C:19]3[C:14](=[CH:15][C:16]([O:23][CH2:24][CH2:25][CH2:26][O:27][Si](C(C)(C)C)(C)C)=[C:17]([N+:20]([O-:22])=[O:21])[CH:18]=3)[N:13]=[CH:12][N:11]=2)[CH:5]=[CH:6][C:7]=1[F:8].[F-].C([N+](CCCC)(CCCC)CCCC)CCC.C(Cl)Cl.CO, predict the reaction product. The product is: [Cl:1][C:2]1[CH:3]=[C:4]([NH:9][C:10]2[C:19]3[C:14](=[CH:15][C:16]([O:23][CH2:24][CH2:25][CH2:26][OH:27])=[C:17]([N+:20]([O-:22])=[O:21])[CH:18]=3)[N:13]=[CH:12][N:11]=2)[CH:5]=[CH:6][C:7]=1[F:8].